Dataset: Full USPTO retrosynthesis dataset with 1.9M reactions from patents (1976-2016). Task: Predict the reactants needed to synthesize the given product. Given the product [CH3:19][O:20][C:21](=[O:31])[CH2:22][C:23]1[CH:28]=[CH:27][C:26]([O:17][CH2:16][CH2:15][C@H:14]([CH:11]2[CH2:12][CH2:13][N:8]([C:5]3[N:6]=[CH:7][C:2]([Cl:1])=[CH:3][N:4]=3)[CH2:9][CH2:10]2)[CH3:18])=[CH:25][C:24]=1[F:30], predict the reactants needed to synthesize it. The reactants are: [Cl:1][C:2]1[CH:3]=[N:4][C:5]([N:8]2[CH2:13][CH2:12][CH:11]([C@H:14]([CH3:18])[CH2:15][CH2:16][OH:17])[CH2:10][CH2:9]2)=[N:6][CH:7]=1.[CH3:19][O:20][C:21](=[O:31])[CH2:22][C:23]1[CH:28]=[CH:27][C:26](O)=[CH:25][C:24]=1[F:30].